Dataset: Catalyst prediction with 721,799 reactions and 888 catalyst types from USPTO. Task: Predict which catalyst facilitates the given reaction. (1) The catalyst class is: 714. Product: [N:20]1[CH:21]=[CH:22][CH:23]=[N:24][C:19]=1[N:17]1[C:11]([C:12]([F:13])([F:14])[F:15])=[C:5]([C:6]([O:8][CH2:9][CH3:10])=[O:7])[CH:4]=[N:18]1. Reactant: C(O[CH:4]=[C:5]([C:11](=O)[C:12]([F:15])([F:14])[F:13])[C:6]([O:8][CH2:9][CH3:10])=[O:7])C.[NH:17]([C:19]1[N:24]=[CH:23][CH:22]=[CH:21][N:20]=1)[NH2:18]. (2) Reactant: [C:1]([N:4]1[CH2:9][CH2:8][NH:7][C:6](=[O:10])[CH2:5]1)(=[O:3])[CH3:2].C[Si]([N-][Si](C)(C)C)(C)C.[Li+].C1COCC1.[Cl:26][C:27]1[CH:28]=[C:29]([CH:32]=[CH:33][CH:34]=1)[CH2:30]Br.[C:35](OCC)(=[O:41])[C:36](OCC)=[O:37]. Product: [Cl:26][C:27]1[CH:28]=[C:29]([CH:32]=[CH:33][CH:34]=1)[CH2:30][N:7]1[CH2:8][CH2:9][N:4]2[C:1](=[O:3])[CH:2]=[C:35]([OH:41])[C:36]([OH:37])=[C:5]2[C:6]1=[O:10]. The catalyst class is: 3. (3) Reactant: [O:1]=[C:2]1[C:10]2[C:5](=[CH:6][CH:7]=[C:8]([C:11]([OH:13])=O)[CH:9]=2)[CH2:4][CH2:3]1.C(N(C(C)C)CC)(C)C.CN(C(ON1N=NC2C=CC=NC1=2)=[N+](C)C)C.F[P-](F)(F)(F)(F)F.Cl.Cl.[NH2:49][C@@H:50]([CH2:64][C:65]1[CH:70]=[C:69]([F:71])[CH:68]=[C:67]([F:72])[CH:66]=1)[C@H:51]([OH:63])[CH2:52][NH:53][CH2:54][C:55]1[CH:60]=[CH:59][CH:58]=[C:57]([CH2:61][CH3:62])[CH:56]=1. Product: [F:71][C:69]1[CH:70]=[C:65]([CH:66]=[C:67]([F:72])[CH:68]=1)[CH2:64][C@H:50]([NH:49][C:11]([C:8]1[CH:9]=[C:10]2[C:5](=[CH:6][CH:7]=1)[CH2:4][CH2:3][C:2]2=[O:1])=[O:13])[C@H:51]([OH:63])[CH2:52][NH:53][CH2:54][C:55]1[CH:60]=[CH:59][CH:58]=[C:57]([CH2:61][CH3:62])[CH:56]=1. The catalyst class is: 3.